Task: Predict the product of the given reaction.. Dataset: Forward reaction prediction with 1.9M reactions from USPTO patents (1976-2016) (1) Given the reactants [CH:1]1([C:4]2[CH:5]=[CH:6][C:7]([C:15]([OH:17])=O)=[N:8][C:9]=2[O:10][CH2:11][CH:12]2[CH2:14][CH2:13]2)[CH2:3][CH2:2]1.[CH3:18][C:19]([CH3:27])([C:21]1[CH:26]=[CH:25][CH:24]=[CH:23][N:22]=1)[NH2:20], predict the reaction product. The product is: [CH3:18][C:19]([NH:20][C:15]([C:7]1[CH:6]=[CH:5][C:4]([CH:1]2[CH2:2][CH2:3]2)=[C:9]([O:10][CH2:11][CH:12]2[CH2:13][CH2:14]2)[N:8]=1)=[O:17])([C:21]1[CH:26]=[CH:25][CH:24]=[CH:23][N:22]=1)[CH3:27]. (2) Given the reactants Br[C:2]1[C:3]([F:8])=[N:4][CH:5]=[CH:6][CH:7]=1.[O:9]1[CH2:14][CH:13]=[C:12](B2OC(C)(C)C(C)(C)O2)[CH2:11][CH2:10]1.C(=O)([O-])[O-].[Na+].[Na+], predict the reaction product. The product is: [O:9]1[CH2:10][CH:11]=[C:12]([C:2]2[C:3]([F:8])=[N:4][CH:5]=[CH:6][CH:7]=2)[CH2:13][CH2:14]1. (3) Given the reactants [Cl:1][C:2]1[CH:3]=[C:4]([C:8]2[N:9]=[C:10]([NH:16][C:17]3[CH:22]=[C:21](C=O)[CH:20]=[CH:19][C:18]=3[N+:25]([O-:27])=[O:26])[S:11][C:12]=2[C:13]([NH2:15])=[O:14])[CH:5]=[CH:6][CH:7]=1.Cl.Cl.[CH3:30][NH:31][CH2:32][CH2:33][CH2:34][N:35]1[CH2:40][CH2:39][O:38][CH2:37][CH2:36]1.[C:41](O[BH-](OC(=O)C)OC(=O)C)(=O)C.[Na+], predict the reaction product. The product is: [Cl:1][C:2]1[CH:3]=[C:4]([C:8]2[N:9]=[C:10]([NH:16][C:17]3[CH:22]=[C:21]([CH2:30][N:31]([CH3:41])[CH2:32][CH2:33][CH2:34][N:35]4[CH2:36][CH2:37][O:38][CH2:39][CH2:40]4)[CH:20]=[CH:19][C:18]=3[N+:25]([O-:27])=[O:26])[S:11][C:12]=2[C:13]([NH2:15])=[O:14])[CH:5]=[CH:6][CH:7]=1. (4) Given the reactants [CH:1]12[O:8][CH:5]([CH2:6][CH2:7]1)[CH2:4][N:3]([C:9]1[N:14]=[C:13]([N:15]3[CH2:20][CH2:19][C:18](=O)[CH2:17][CH2:16]3)[N:12]=[C:11]([C:22]3[CH:27]=[CH:26][C:25]([NH:28][C:29]([NH:31][C:32]4[CH:37]=[CH:36][N:35]=[CH:34][CH:33]=4)=[O:30])=[CH:24][CH:23]=3)[N:10]=1)[CH2:2]2.C(O)(C(F)(F)F)=O.[CH3:45][NH2:46].C(O)(=O)C.C(O[BH-](OC(=O)C)OC(=O)C)(=O)C.[Na+], predict the reaction product. The product is: [CH3:45][NH:46][CH:18]1[CH2:19][CH2:20][N:15]([C:13]2[N:14]=[C:9]([N:3]3[CH2:4][CH:5]4[O:8][CH:1]([CH2:7][CH2:6]4)[CH2:2]3)[N:10]=[C:11]([C:22]3[CH:23]=[CH:24][C:25]([NH:28][C:29]([NH:31][C:32]4[CH:33]=[CH:34][N:35]=[CH:36][CH:37]=4)=[O:30])=[CH:26][CH:27]=3)[N:12]=2)[CH2:16][CH2:17]1.